From a dataset of Full USPTO retrosynthesis dataset with 1.9M reactions from patents (1976-2016). Predict the reactants needed to synthesize the given product. (1) Given the product [C:1]([NH:9][NH:10][C:11](=[O:21])[C:12]1[CH:17]=[CH:16][CH:15]=[CH:14][C:13]=1[N+:18]([O-:20])=[O:19])(=[O:8])[CH:2]([CH3:7])[CH3:3], predict the reactants needed to synthesize it. The reactants are: [C:1]([NH:9][NH:10][C:11](=[O:21])[C:12]1[CH:17]=[CH:16][CH:15]=[CH:14][C:13]=1[N+:18]([O-:20])=[O:19])(=[O:8])[C:2]1[CH:7]=CC=C[CH:3]=1.C(Cl)(=O)C1C=CC=CC=1. (2) Given the product [F:38][C:39]1[CH:44]=[C:43]([F:45])[CH:42]=[CH:41][C:40]=1[C:46]1[N:47]=[C:48]([NH:51][C:31]([NH:6][CH2:7][C:8]2[CH:9]=[C:10]3[C:14](=[CH:15][CH:16]=2)[C:13](=[O:17])[N:12]([CH:18]2[CH2:23][CH2:22][C:21](=[O:24])[NH:20][C:19]2=[O:25])[CH2:11]3)=[O:32])[S:49][CH:50]=1, predict the reactants needed to synthesize it. The reactants are: CS(O)(=O)=O.[NH2:6][CH2:7][C:8]1[CH:9]=[C:10]2[C:14](=[CH:15][CH:16]=1)[C:13](=[O:17])[N:12]([CH:18]1[CH2:23][CH2:22][C:21](=[O:24])[NH:20][C:19]1=[O:25])[CH2:11]2.C1N=CN([C:31](N2C=NC=C2)=[O:32])C=1.[F:38][C:39]1[CH:44]=[C:43]([F:45])[CH:42]=[CH:41][C:40]=1[C:46]1[N:47]=[C:48]([NH2:51])[S:49][CH:50]=1.O. (3) The reactants are: [C:1]([C:5]1[N:10]=[C:9]([O:11][CH2:12][CH3:13])[C:8]([C:14]2[N:15]([C:35](Cl)=[O:36])[C:16]([C:28]3[CH:33]=[CH:32][C:31]([Cl:34])=[CH:30][CH:29]=3)([CH3:27])[C:17]([C:20]3[CH:25]=[CH:24][C:23]([Cl:26])=[CH:22][CH:21]=3)([CH3:19])[N:18]=2)=[CH:7][N:6]=1)([CH3:4])([CH3:3])[CH3:2].[C:38]([N:41]1[CH2:46][CH2:45][NH:44][CH2:43][CH2:42]1)(=[O:40])[CH3:39]. Given the product [C:1]([C:5]1[N:10]=[C:9]([O:11][CH2:12][CH3:13])[C:8]([C:14]2[N:15]([C:35]([N:44]3[CH2:45][CH2:46][N:41]([C:38](=[O:40])[CH3:39])[CH2:42][CH2:43]3)=[O:36])[C:16]([C:28]3[CH:33]=[CH:32][C:31]([Cl:34])=[CH:30][CH:29]=3)([CH3:27])[C:17]([C:20]3[CH:25]=[CH:24][C:23]([Cl:26])=[CH:22][CH:21]=3)([CH3:19])[N:18]=2)=[CH:7][N:6]=1)([CH3:2])([CH3:4])[CH3:3], predict the reactants needed to synthesize it. (4) Given the product [ClH:1].[ClH:24].[Cl:1][C:2]1[CH:3]=[C:4]([CH2:9][NH:10][CH:11]2[CH2:12][CH2:13][NH:14][CH2:15][CH2:16]2)[CH:5]=[N:6][C:7]=1[CH3:8], predict the reactants needed to synthesize it. The reactants are: [Cl:1][C:2]1[CH:3]=[C:4]([CH2:9][NH:10][CH:11]2[CH2:16][CH2:15][N:14](C(OC(C)(C)C)=O)[CH2:13][CH2:12]2)[CH:5]=[N:6][C:7]=1[CH3:8].[ClH:24]. (5) The reactants are: [H-].[Na+].[O:3]=[C:4]1[CH2:9][CH2:8][N:7]([C:10]2[CH:23]=[CH:22][C:13]([CH2:14][CH:15]3[S:19][C:18](=[O:20])[NH:17][C:16]3=[O:21])=[CH:12][CH:11]=2)[CH2:6][CH2:5]1.CN(C=O)C.Br[CH2:30][C:31]([O:33][C:34]([CH3:37])([CH3:36])[CH3:35])=[O:32]. Given the product [O:20]=[C:18]1[N:17]([CH2:30][C:31]([O:33][C:34]([CH3:37])([CH3:36])[CH3:35])=[O:32])[C:16](=[O:21])[CH:15]([CH2:14][C:13]2[CH:12]=[CH:11][C:10]([N:7]3[CH2:8][CH2:9][C:4](=[O:3])[CH2:5][CH2:6]3)=[CH:23][CH:22]=2)[S:19]1, predict the reactants needed to synthesize it. (6) Given the product [NH2:23][C:20]1[CH:21]=[CH:22][C:14]2[N:13]([CH2:12][CH2:11][CH2:10][N:2]([CH3:1])[C:3](=[O:9])[O:4][C:5]([CH3:6])([CH3:7])[CH3:8])[CH2:18][CH2:17][S:16][C:15]=2[CH:19]=1, predict the reactants needed to synthesize it. The reactants are: [CH3:1][N:2]([CH2:10][CH2:11][CH2:12][N:13]1[CH2:18][CH2:17][S:16][C:15]2[CH:19]=[C:20]([N+:23]([O-])=O)[CH:21]=[CH:22][C:14]1=2)[C:3](=[O:9])[O:4][C:5]([CH3:8])([CH3:7])[CH3:6].O.NN. (7) Given the product [CH3:23][O:24][CH2:25][CH2:26][O:7][C:8]1[CH:9]=[C:10]([B:14]2[O:22][C:19]([CH3:21])([CH3:20])[C:16]([CH3:17])([CH3:18])[O:15]2)[CH:11]=[CH:12][CH:13]=1, predict the reactants needed to synthesize it. The reactants are: C(=O)([O-])[O-].[K+].[K+].[OH:7][C:8]1[CH:9]=[C:10]([B:14]2[O:22][C:19]([CH3:21])([CH3:20])[C:16]([CH3:18])([CH3:17])[O:15]2)[CH:11]=[CH:12][CH:13]=1.[CH3:23][O:24][CH2:25][CH2:26]Br.